Dataset: Full USPTO retrosynthesis dataset with 1.9M reactions from patents (1976-2016). Task: Predict the reactants needed to synthesize the given product. (1) Given the product [OH:1][C:2]1[C:3]([CH:12]=[CH:15][C:14]([C:17]2[CH:25]=[CH:24][C:20]([C:21]([OH:23])=[O:22])=[CH:19][CH:18]=2)=[O:16])=[N:4][C:5]2[C:10]([N:11]=1)=[CH:9][CH:8]=[CH:7][CH:6]=2, predict the reactants needed to synthesize it. The reactants are: [OH:1][C:2]1[C:3]([CH:12]=O)=[N:4][C:5]2[C:10]([N:11]=1)=[CH:9][CH:8]=[CH:7][CH:6]=2.[C:14]([C:17]1[CH:25]=[CH:24][C:20]([C:21]([OH:23])=[O:22])=[CH:19][CH:18]=1)(=[O:16])[CH3:15].[OH-].[Na+]. (2) The reactants are: [C:1]([C:3]1[CH:23]=[C:22]([F:24])[CH:21]=[CH:20][C:4]=1[O:5][C:6]1[CH:7]=[C:8]2[C:12](=[CH:13][CH:14]=1)[N:11]([CH2:15][C:16](OC)=[O:17])[N:10]=[CH:9]2)#[N:2].CO.[BH4-].[Na+]. Given the product [F:24][C:22]1[CH:21]=[CH:20][C:4]([O:5][C:6]2[CH:7]=[C:8]3[C:12](=[CH:13][CH:14]=2)[N:11]([CH2:15][CH2:16][OH:17])[N:10]=[CH:9]3)=[C:3]([CH:23]=1)[C:1]#[N:2], predict the reactants needed to synthesize it. (3) Given the product [Cl:25][C:26]1[CH:27]=[CH:28][C:29]([CH3:39])=[C:30]([C:32]2[C:33]([C:37]#[N:38])=[CH:34][N:35]([C:2]3[C:3]4[CH:10]=[CH:9][N:8]([CH2:11][O:12][CH2:13][CH2:14][Si:15]([CH3:18])([CH3:17])[CH3:16])[C:4]=4[N:5]=[CH:6][N:7]=3)[CH:36]=2)[CH:31]=1, predict the reactants needed to synthesize it. The reactants are: Cl[C:2]1[C:3]2[CH:10]=[CH:9][N:8]([CH2:11][O:12][CH2:13][CH2:14][Si:15]([CH3:18])([CH3:17])[CH3:16])[C:4]=2[N:5]=[CH:6][N:7]=1.C([O-])([O-])=O.[Cs+].[Cs+].[Cl:25][C:26]1[CH:27]=[CH:28][C:29]([CH3:39])=[C:30]([C:32]2[C:33]([C:37]#[N:38])=[CH:34][NH:35][CH:36]=2)[CH:31]=1. (4) Given the product [CH3:6][NH:8][CH2:9][CH2:10][C:11]1[C:19]2[C:14](=[CH:15][C:16]([Cl:20])=[CH:17][CH:18]=2)[NH:13][CH:12]=1, predict the reactants needed to synthesize it. The reactants are: C(O[C:6]([NH:8][CH2:9][CH2:10][C:11]1[C:19]2[C:14](=[CH:15][C:16]([Cl:20])=[CH:17][CH:18]=2)[NH:13][CH:12]=1)=O)(C)(C)C.[H-].[H-].[H-].[H-].[Li+].[Al+3].